From a dataset of Catalyst prediction with 721,799 reactions and 888 catalyst types from USPTO. Predict which catalyst facilitates the given reaction. Reactant: [F:1][C:2]1[CH:7]=[C:6]([F:8])[CH:5]=[CH:4][C:3]=1[S:9]([NH:12][C:13]1[C:14]([O:28][CH3:29])=[N:15][CH:16]=[C:17]([C:19]2[CH:24]=[CH:23][N:22]3[N:25]=[CH:26][CH:27]=[C:21]3[CH:20]=2)[CH:18]=1)(=[O:11])=[O:10].[I:30]N1C(=O)CCC1=O. Product: [F:1][C:2]1[CH:7]=[C:6]([F:8])[CH:5]=[CH:4][C:3]=1[S:9]([NH:12][C:13]1[C:14]([O:28][CH3:29])=[N:15][CH:16]=[C:17]([C:19]2[CH:24]=[CH:23][N:22]3[N:25]=[CH:26][C:27]([I:30])=[C:21]3[CH:20]=2)[CH:18]=1)(=[O:10])=[O:11]. The catalyst class is: 3.